This data is from Forward reaction prediction with 1.9M reactions from USPTO patents (1976-2016). The task is: Predict the product of the given reaction. (1) The product is: [F:63][C:59]1[CH:58]=[C:57]([CH2:56][N:49]2[C:50]3[C:46](=[CH:45][C:44]([S:41]([N:38]4[CH2:39][CH2:40][C@H:37]4[CH2:36][O:29][C:30]4[CH:35]=[CH:34][CH:33]=[CH:32][CH:31]=4)(=[O:43])=[O:42])=[CH:52][CH:51]=3)[C:47](=[O:54])[C:48]2=[O:53])[CH:62]=[CH:61][N:60]=1. Given the reactants CN1C2C(=CC(S(N3CCC[C@H]3COC3C=CC=CC=3)(=O)=O)=CC=2)C(=O)C1=O.[O:29]([CH2:36][C@@H:37]1[CH2:40][CH2:39][N:38]1[S:41]([C:44]1[CH:45]=[C:46]2[C:50](=[CH:51][CH:52]=1)[NH:49][C:48](=[O:53])[C:47]2=[O:54])(=[O:43])=[O:42])[C:30]1[CH:35]=[CH:34][CH:33]=[CH:32][CH:31]=1.Br[CH2:56][C:57]1[CH:62]=[CH:61][N:60]=[C:59]([F:63])[CH:58]=1, predict the reaction product. (2) The product is: [Br:1][C:2]1[CH:7]=[CH:6][C:5]([C:8]2[O:12][C:11]([CH3:13])=[N:10][CH:9]=2)=[C:4]([O:16][CH3:15])[CH:3]=1. Given the reactants [Br:1][C:2]1[CH:7]=[CH:6][C:5]([C:8]2[O:12][C:11]([CH3:13])=[N:10][CH:9]=2)=[C:4](F)[CH:3]=1.[CH3:15][O-:16].[Na+], predict the reaction product.